Dataset: Forward reaction prediction with 1.9M reactions from USPTO patents (1976-2016). Task: Predict the product of the given reaction. Given the reactants Br[CH:2]1[CH2:8][NH:7][C:6]2[CH:9]=[CH:10][CH:11]=[CH:12][C:5]=2[N:4]2[C:13]([CH3:16])=[N:14][N:15]=[C:3]12.[C:17]1(B(O)O)[CH:22]=[CH:21][CH:20]=[CH:19][CH:18]=1.[C:26]([O-])([O-])=O.[Cs+].[Cs+], predict the reaction product. The product is: [CH3:16][C:13]1[N:4]2[C:5]3[CH:12]=[CH:11][C:10]([C:17]4[CH:22]=[CH:21][CH:20]=[CH:19][CH:18]=4)=[CH:9][C:6]=3[N:7]([CH3:26])[CH2:8][CH2:2][C:3]2=[N:15][N:14]=1.